From a dataset of Forward reaction prediction with 1.9M reactions from USPTO patents (1976-2016). Predict the product of the given reaction. (1) Given the reactants [C:1]12([C:11]([O:13][CH:14]([C:23]3[CH:28]=[CH:27][CH:26]=[CH:25][CH:24]=3)[C:15]([C:18]([O:20]CC)=[O:19])([F:17])[F:16])=[O:12])[CH2:10][CH:5]3[CH2:6][CH:7]([CH2:9][CH:3]([CH2:4]3)[CH2:2]1)[CH2:8]2.O1CCOCC1.[OH-].[Na+:36], predict the reaction product. The product is: [C:1]12([C:11]([O:13][CH:14]([C:23]3[CH:28]=[CH:27][CH:26]=[CH:25][CH:24]=3)[C:15]([F:16])([F:17])[C:18]([O-:20])=[O:19])=[O:12])[CH2:8][CH:7]3[CH2:9][CH:3]([CH2:4][CH:5]([CH2:6]3)[CH2:10]1)[CH2:2]2.[Na+:36]. (2) Given the reactants C(OC([N:8]1[CH2:13][CH2:12][CH:11]([C:14]([N:16]2[CH2:20][C@@H:19]([N:21]([CH:32]3[CH2:34][CH2:33]3)[C:22]([O:24][C:25]3[CH:30]=[CH:29][C:28]([F:31])=[CH:27][CH:26]=3)=[O:23])[C@H:18]([C:35]3[CH:40]=[CH:39][C:38]([Cl:41])=[CH:37][CH:36]=3)[CH2:17]2)=[O:15])[CH2:10][CH2:9]1)=O)(C)(C)C.C(O)(C(F)(F)F)=O, predict the reaction product. The product is: [F:31][C:28]1[CH:29]=[CH:30][C:25]([O:24][C:22](=[O:23])[N:21]([C@H:19]2[C@H:18]([C:35]3[CH:40]=[CH:39][C:38]([Cl:41])=[CH:37][CH:36]=3)[CH2:17][N:16]([C:14]([CH:11]3[CH2:12][CH2:13][NH:8][CH2:9][CH2:10]3)=[O:15])[CH2:20]2)[CH:32]2[CH2:34][CH2:33]2)=[CH:26][CH:27]=1. (3) Given the reactants Br[C:2]1[C:3]2[CH:4]=[CH:5][CH:6]=[N:7][C:8]=2[C:9](=[O:20])[N:10]([CH2:12][O:13][CH2:14][CH2:15][Si:16]([CH3:19])([CH3:18])[CH3:17])[CH:11]=1.C1(P(C(P([CH:44]2[CH2:49]CCCC2)C2CCCCC2)(C)C)C2CCCCC2)CCCCC1.[C:50](=O)([O-:52])[O-:51].[K+].[K+].CN(C)C=O.C(O)C, predict the reaction product. The product is: [O:20]=[C:9]1[C:8]2[N:7]=[CH:6][CH:5]=[CH:4][C:3]=2[C:2]([C:50]([O:52][CH2:49][CH3:44])=[O:51])=[CH:11][N:10]1[CH2:12][O:13][CH2:14][CH2:15][Si:16]([CH3:19])([CH3:18])[CH3:17]. (4) The product is: [C:1]([C:3]1[CH:4]=[C:5]([C:6](=[S:27])[NH:8][CH2:9][Si:10]([CH3:13])([CH3:12])[CH3:11])[CH:14]=[CH:15][C:16]=1[F:17])#[N:2]. Given the reactants [C:1]([C:3]1[CH:4]=[C:5]([CH:14]=[CH:15][C:16]=1[F:17])[C:6]([NH:8][CH2:9][Si:10]([CH3:13])([CH3:12])[CH3:11])=O)#[N:2].COC1C=CC(P2(=S)SP(C3C=CC(OC)=CC=3)(=S)[S:27]2)=CC=1, predict the reaction product. (5) Given the reactants Cl.[CH:2]1([CH2:5][O:6][C:7]2[CH:12]=[CH:11][C:10]([CH2:13][CH3:14])=[CH:9][C:8]=2[C:15]2[C:16]3[NH:23][C:22]([CH3:24])=[C:21]([C:25]([NH:27][CH:28]4[CH2:33][CH2:32][NH:31][CH2:30][CH2:29]4)=[O:26])[C:17]=3[N:18]=[CH:19][N:20]=2)[CH2:4][CH2:3]1.C([O:37][CH2:38][C:39](Cl)=[O:40])(=O)C, predict the reaction product. The product is: [CH:2]1([CH2:5][O:6][C:7]2[CH:12]=[CH:11][C:10]([CH2:13][CH3:14])=[CH:9][C:8]=2[C:15]2[C:16]3[NH:23][C:22]([CH3:24])=[C:21]([C:25]([NH:27][CH:28]4[CH2:29][CH2:30][N:31]([C:38](=[O:37])[CH2:39][OH:40])[CH2:32][CH2:33]4)=[O:26])[C:17]=3[N:18]=[CH:19][N:20]=2)[CH2:4][CH2:3]1. (6) Given the reactants [Br:1][C:2]1[C:3]([C:9]2[S:13][C:12]3[CH:14]=[CH:15][C:16]([O:18][CH2:19][C@@H:20]4[CH2:24][CH2:23][CH2:22][N:21]4[C:25]([O:27][C:28]([CH3:31])([CH3:30])[CH3:29])=[O:26])=[CH:17][C:11]=3[CH:10]=2)=[N:4][C:5](Cl)=[N:6][CH:7]=1.[NH2:32][CH2:33][CH2:34][N:35]1[C:39]([CH3:41])([CH3:40])[C:38](=[O:42])[NH:37][C:36]1=[O:43].C(N(CC)CC)C, predict the reaction product. The product is: [Br:1][C:2]1[C:3]([C:9]2[S:13][C:12]3[CH:14]=[CH:15][C:16]([O:18][CH2:19][C@@H:20]4[CH2:24][CH2:23][CH2:22][N:21]4[C:25]([O:27][C:28]([CH3:31])([CH3:30])[CH3:29])=[O:26])=[CH:17][C:11]=3[CH:10]=2)=[N:4][C:5]([NH:32][CH2:33][CH2:34][N:35]2[C:39]([CH3:40])([CH3:41])[C:38](=[O:42])[NH:37][C:36]2=[O:43])=[N:6][CH:7]=1. (7) Given the reactants [CH2:1]([O:3][P:4](/[CH:9]=[CH:10]/[C:11]1[C:12]([O:22][CH2:23][C:24]2[CH:48]=[CH:47][C:27]([O:28][CH2:29][C:30]3[N:31]=[C:32]([N:36]4[CH2:41][CH2:40][CH:39]([C:42]([O:44]CC)=[O:43])[CH2:38][CH2:37]4)[S:33][C:34]=3[CH3:35])=[C:26]([O:49][CH3:50])[CH:25]=2)=[N:13][N:14]([C:16]2[CH:21]=[CH:20][CH:19]=[CH:18][CH:17]=2)[CH:15]=1)([O:6][CH2:7][CH3:8])=[O:5])[CH3:2].O1CCCC1.[OH-].[Na+].Cl, predict the reaction product. The product is: [CH2:7]([O:6][P:4](/[CH:9]=[CH:10]/[C:11]1[C:12]([O:22][CH2:23][C:24]2[CH:48]=[CH:47][C:27]([O:28][CH2:29][C:30]3[N:31]=[C:32]([N:36]4[CH2:37][CH2:38][CH:39]([C:42]([OH:44])=[O:43])[CH2:40][CH2:41]4)[S:33][C:34]=3[CH3:35])=[C:26]([O:49][CH3:50])[CH:25]=2)=[N:13][N:14]([C:16]2[CH:21]=[CH:20][CH:19]=[CH:18][CH:17]=2)[CH:15]=1)([O:3][CH2:1][CH3:2])=[O:5])[CH3:8]. (8) Given the reactants [CH:1]1([C:4]2[N:9]=[C:8](OS(C(F)(F)F)(=O)=O)[CH:7]=[C:6]([C:18]3[CH:23]=[CH:22][C:21]([C:24]([F:27])([F:26])[F:25])=[CH:20][CH:19]=3)[CH:5]=2)[CH2:3][CH2:2]1.[Br:28][C:29]1[C:30](B(O)O)=[N:31][CH:32]=[CH:33][CH:34]=1.BrC1C=NC=C(Br)C=1, predict the reaction product. The product is: [Br:28][C:29]1[CH:34]=[C:33]([C:8]2[CH:7]=[C:6]([C:18]3[CH:19]=[CH:20][C:21]([C:24]([F:26])([F:25])[F:27])=[CH:22][CH:23]=3)[CH:5]=[C:4]([CH:1]3[CH2:2][CH2:3]3)[N:9]=2)[CH:32]=[N:31][CH:30]=1.